Dataset: Reaction yield outcomes from USPTO patents with 853,638 reactions. Task: Predict the reaction yield, written as a fraction of the theoretical maximum amount of product (1.0 means a 100% yield; for example, 0.34 means a 34% yield). The reactants are S(Cl)(Cl)=O.[NH2:5][C@@H:6]1[CH2:11][CH2:10][CH2:9][C@H:8]([C:12]([OH:14])=[O:13])[CH2:7]1.[CH3:15]O. The product is [NH2:5][C@@H:6]1[CH2:11][CH2:10][CH2:9][C@H:8]([C:12]([O:14][CH3:15])=[O:13])[CH2:7]1. No catalyst specified. The yield is 0.909.